Dataset: Forward reaction prediction with 1.9M reactions from USPTO patents (1976-2016). Task: Predict the product of the given reaction. (1) Given the reactants [S:1]1[C:5]2[CH:6]=[CH:7][CH:8]=[CH:9][C:4]=2[CH:3]=[N:2]1.P(Cl)(Cl)([Cl:12])=O.P(Cl)(Cl)Cl, predict the reaction product. The product is: [Cl:12][C:3]1[C:4]2[CH:9]=[CH:8][CH:7]=[CH:6][C:5]=2[S:1][N:2]=1. (2) Given the reactants [H-].[Na+].[CH3:3][O:4][C:5](=[O:22])[C:6]1[CH:11]=[CH:10][CH:9]=[C:8]([N+:12]([O-:14])=[O:13])[C:7]=1[NH:15][C:16](=[O:21])[C:17]([F:20])([F:19])[F:18].[CH3:23]N(C=O)C, predict the reaction product. The product is: [CH3:3][O:4][C:5](=[O:22])[C:6]1[CH:11]=[CH:10][CH:9]=[C:8]([N+:12]([O-:14])=[O:13])[C:7]=1[N:15]([CH3:23])[C:16](=[O:21])[C:17]([F:19])([F:18])[F:20]. (3) Given the reactants CS(O[CH:6]([C:8]1[CH:13]=[CH:12][CH:11]=[CH:10][N:9]=1)[CH3:7])(=O)=O.[CH3:14][NH2:15], predict the reaction product. The product is: [CH3:14][NH:15][CH:6]([C:8]1[CH:13]=[CH:12][CH:11]=[CH:10][N:9]=1)[CH3:7]. (4) Given the reactants [CH3:1][Si:2]([C:5]#[C:6][C@@H:7]1[N:11](C(OC)=O)[C@H:10]([C:16]([O:18][CH3:19])=[O:17])[CH2:9][CH2:8]1)([CH3:4])[CH3:3].I[Si](C)(C)C, predict the reaction product. The product is: [CH3:1][Si:2]([C:5]#[C:6][C@@H:7]1[NH:11][C@H:10]([C:16]([O:18][CH3:19])=[O:17])[CH2:9][CH2:8]1)([CH3:3])[CH3:4]. (5) Given the reactants Cl[C:2]([C:4]1[CH:9]=[CH:8][C:7]([C:10]2[C:11]([CH3:48])([CH3:47])[C@H:12]3[C@:25]([CH3:28])([CH2:26][CH:27]=2)[CH:24]2[C@:15]([CH3:46])([C@@:16]4([CH3:45])[C@H:21]([CH2:22][CH2:23]2)[C@H:20]2[C@H:29]([C:32]([CH3:34])=[CH2:33])[CH2:30][CH2:31][C@:19]2([C:35]([O:37]CC2C=CC=CC=2)=[O:36])[CH2:18][CH2:17]4)[CH2:14][CH2:13]3)=[CH:6][CH:5]=1)=[O:3].[CH3:49][S:50]([NH2:53])(=[O:52])=[O:51], predict the reaction product. The product is: [CH3:45][C@:16]12[C@@:15]3([CH3:46])[CH:24]([C@:25]4([CH3:28])[C@@H:12]([CH2:13][CH2:14]3)[C:11]([CH3:47])([CH3:48])[C:10]([C:7]3[CH:8]=[CH:9][C:4]([C:2](=[O:3])[NH:53][S:50]([CH3:49])(=[O:52])=[O:51])=[CH:5][CH:6]=3)=[CH:27][CH2:26]4)[CH2:23][CH2:22][C@@H:21]1[C@H:20]1[C@H:29]([C:32]([CH3:34])=[CH2:33])[CH2:30][CH2:31][C@:19]1([C:35]([OH:37])=[O:36])[CH2:18][CH2:17]2. (6) Given the reactants [CH3:1][CH:2]([C:8]([O:10]CC)=O)[C:3]([O:5][CH2:6][CH3:7])=[O:4].N1C=CC=CC=1.[Cl:19][C:20]1[CH:26]=[CH:25][CH:24]=[CH:23][C:21]=1[NH2:22], predict the reaction product. The product is: [Cl:19][C:20]1[CH:26]=[CH:25][CH:24]=[CH:23][C:21]=1[NH:22][C:8](=[O:10])[CH:2]([CH3:1])[C:3]([O:5][CH2:6][CH3:7])=[O:4]. (7) Given the reactants [CH3:1][C:2]1[C:11]([N+:12]([O-:14])=[O:13])=[CH:10][CH:9]=[CH:8][C:3]=1[C:4]([O:6][CH3:7])=[O:5].[Br:15]N1C(=O)CCC1=O, predict the reaction product. The product is: [Br:15][CH2:1][C:2]1[C:11]([N+:12]([O-:14])=[O:13])=[CH:10][CH:9]=[CH:8][C:3]=1[C:4]([O:6][CH3:7])=[O:5]. (8) Given the reactants C([O:5][C:6]([C:8]1([CH2:13][CH2:14][CH2:15][CH2:16][CH2:17][C:18](=[O:36])[CH2:19][CH2:20][CH2:21][CH2:22][CH2:23][C:24]2([C:29]([O:31]CCCC)=[O:30])[CH2:28][CH2:27][CH2:26][CH2:25]2)[CH2:12][CH2:11][CH2:10][CH2:9]1)=[O:7])CCC.O[Li].O, predict the reaction product. The product is: [C:29]([C:24]1([CH2:23][CH2:22][CH2:21][CH2:20][CH2:19][C:18](=[O:36])[CH2:17][CH2:16][CH2:15][CH2:14][CH2:13][C:8]2([C:6]([OH:7])=[O:5])[CH2:12][CH2:11][CH2:10][CH2:9]2)[CH2:25][CH2:26][CH2:27][CH2:28]1)([OH:31])=[O:30].